Dataset: Forward reaction prediction with 1.9M reactions from USPTO patents (1976-2016). Task: Predict the product of the given reaction. (1) The product is: [C:21]([C:2]1[CH:3]=[CH:4][C:5]2[O:10][C:9]([CH3:12])([CH3:11])[O:8][CH2:7][C:6]=2[CH:13]=1)(=[O:23])[CH3:22]. Given the reactants Br[C:2]1[CH:3]=[CH:4][C:5]2[O:10][C:9]([CH3:12])([CH3:11])[O:8][CH2:7][C:6]=2[CH:13]=1.C([Li])CCC.CN(OC)[C:21](=[O:23])[CH3:22], predict the reaction product. (2) The product is: [CH2:11]([N:10]1[C:8](=[O:9])[C:7]2[C:6](=[CH:16][CH:15]=[C:14]([N+:17]([O-:19])=[O:18])[CH:13]=2)[N:5]([CH2:4][CH2:3][C:1]#[N:2])[C:21]1=[O:23])[CH3:12]. Given the reactants [C:1]([CH2:3][CH2:4][NH:5][C:6]1[CH:16]=[CH:15][C:14]([N+:17]([O-:19])=[O:18])=[CH:13][C:7]=1[C:8]([NH:10][CH2:11][CH3:12])=[O:9])#[N:2].Cl[C:21](Cl)([O:23]C(=O)OC(Cl)(Cl)Cl)Cl, predict the reaction product. (3) Given the reactants [C:1]([O:5][C:6]([NH:8][C@@H:9]([C:11]([OH:13])=O)[CH3:10])=[O:7])([CH3:4])([CH3:3])[CH3:2].[NH2:14][CH2:15][C@@H:16]([NH:24][C:25](=[O:34])[O:26][CH2:27][C:28]1[CH:33]=[CH:32][CH:31]=[CH:30][CH:29]=1)[CH2:17][C:18]1[CH:23]=[CH:22][CH:21]=[CH:20][CH:19]=1.CN(C(ON1N=NC2C=CC=CC1=2)=[N+](C)C)C.F[P-](F)(F)(F)(F)F.C(N(CC)CC)C, predict the reaction product. The product is: [CH2:17]([C@H:16]([NH:24][C:25](=[O:34])[O:26][CH2:27][C:28]1[CH:29]=[CH:30][CH:31]=[CH:32][CH:33]=1)[CH2:15][NH:14][C:11](=[O:13])[C@H:9]([NH:8][C:6]([O:5][C:1]([CH3:2])([CH3:3])[CH3:4])=[O:7])[CH3:10])[C:18]1[CH:19]=[CH:20][CH:21]=[CH:22][CH:23]=1. (4) Given the reactants Br[C:2]1[CH:7]=[CH:6][C:5]([C@@H:8]([N:10]2[CH2:15][CH2:14][C:13]([CH2:19][CH2:20][C:21]([OH:24])([CH3:23])[CH3:22])([CH:16]([CH3:18])[CH3:17])[O:12][C:11]2=[O:25])[CH3:9])=[CH:4][CH:3]=1.[CH3:26][C:27]1([CH3:43])[C:31]([CH3:33])([CH3:32])[O:30][B:29]([B:29]2[O:30][C:31]([CH3:33])([CH3:32])[C:27]([CH3:43])([CH3:26])[O:28]2)[O:28]1.CC([O-])=O.[K+].O, predict the reaction product. The product is: [OH:24][C:21]([CH3:23])([CH3:22])[CH2:20][CH2:19][C:13]1([CH:16]([CH3:18])[CH3:17])[O:12][C:11](=[O:25])[N:10]([C@H:8]([C:5]2[CH:6]=[CH:7][C:2]([B:29]3[O:30][C:31]([CH3:33])([CH3:32])[C:27]([CH3:43])([CH3:26])[O:28]3)=[CH:3][CH:4]=2)[CH3:9])[CH2:15][CH2:14]1. (5) Given the reactants [CH3:1][O:2][C:3]1[CH:8]=[CH:7][C:6]([C:9]([CH3:13])([CH3:12])[CH2:10][NH2:11])=[CH:5][CH:4]=1.C(=O)(O)[O-].[Na+].Cl[C:20]1[CH:25]=[C:24]([C:26]2[CH:31]=[CH:30][CH:29]=[C:28]([O:32][CH3:33])[CH:27]=2)[N:23]=[C:22]([O:34][CH3:35])[N:21]=1, predict the reaction product. The product is: [CH3:35][O:34][C:22]1[N:21]=[C:20]([NH:11][CH2:10][C:9]([C:6]2[CH:7]=[CH:8][C:3]([O:2][CH3:1])=[CH:4][CH:5]=2)([CH3:13])[CH3:12])[CH:25]=[C:24]([C:26]2[CH:31]=[CH:30][CH:29]=[C:28]([O:32][CH3:33])[CH:27]=2)[N:23]=1.